This data is from Full USPTO retrosynthesis dataset with 1.9M reactions from patents (1976-2016). The task is: Predict the reactants needed to synthesize the given product. (1) Given the product [Cl-:1].[CH:13]1[C:14]2[C:23](=[CH:22][C:21]3[C:16]([CH:15]=2)=[CH:17][CH:18]=[CH:19][CH:20]=3)[CH:24]=[CH:25][C:12]=1[CH2:11][N+:3]1[C:2]([Cl:1])=[C:6]([Cl:7])[N:5]([CH2:27][C:26]2[CH:16]=[CH:15][C:14]3[C:13](=[CH:12][CH:25]=[CH:24][CH:23]=3)[N:28]=2)[CH:4]=1, predict the reactants needed to synthesize it. The reactants are: [Cl:1][C:2]1[N:3]=[CH:4][NH:5][C:6]=1[Cl:7].[OH-].[K+].Br[CH2:11][C:12]1[CH:25]=[CH:24][C:23]2[C:14](=[CH:15][C:16]3[C:21]([CH:22]=2)=[CH:20][CH:19]=[CH:18][CH:17]=3)[CH:13]=1.[C:26](#[N:28])[CH3:27]. (2) Given the product [Cl:38][C:33]1[CH:34]=[CH:35][CH:36]=[CH:37][C:32]=1[CH:30]([O:29][C:27]([NH:26][C:21]1[C:22]([CH3:25])=[N:23][O:24][C:20]=1[C:16]1[CH:15]=[C:14]([C:8]2[C:9]([O:12][CH3:13])=[CH:10][CH:11]=[C:6]([CH2:5][C:4]([OH:39])=[O:3])[CH:7]=2)[CH:19]=[CH:18][CH:17]=1)=[O:28])[CH3:31], predict the reactants needed to synthesize it. The reactants are: C([O:3][C:4](=[O:39])[CH2:5][C:6]1[CH:7]=[C:8]([C:14]2[CH:19]=[CH:18][CH:17]=[C:16]([C:20]3[O:24][N:23]=[C:22]([CH3:25])[C:21]=3[NH:26][C:27]([O:29][CH:30]([C:32]3[CH:37]=[CH:36][CH:35]=[CH:34][C:33]=3[Cl:38])[CH3:31])=[O:28])[CH:15]=2)[C:9]([O:12][CH3:13])=[CH:10][CH:11]=1)C.[OH-].[Li+]. (3) Given the product [F:15][C:8]1[C:9]([F:14])=[C:10]([F:13])[CH:11]=[CH:12][C:7]=1[NH:6][C@H:4]([CH3:5])[C:3]([OH:16])=[O:2], predict the reactants needed to synthesize it. The reactants are: C[O:2][C:3](=[O:16])[CH:4]([NH:6][C:7]1[CH:12]=[CH:11][C:10]([F:13])=[C:9]([F:14])[C:8]=1[F:15])[CH3:5].P([O-])([O-])([O-])=O.Cl. (4) Given the product [N:13]1([NH:19][S:9]([CH3:8])(=[O:11])=[O:10])[CH2:18][CH2:17][O:16][CH2:15][CH2:14]1, predict the reactants needed to synthesize it. The reactants are: CCN(CC)CC.[CH3:8][S:9](Cl)(=[O:11])=[O:10].[N:13]1([NH2:19])[CH2:18][CH2:17][O:16][CH2:15][CH2:14]1.